Task: Regression. Given a peptide amino acid sequence and an MHC pseudo amino acid sequence, predict their binding affinity value. This is MHC class II binding data.. Dataset: Peptide-MHC class II binding affinity with 134,281 pairs from IEDB The peptide sequence is IVGRGDSRLTYQWHK. The MHC is DRB1_1101 with pseudo-sequence DRB1_1101. The binding affinity (normalized) is 0.301.